Dataset: Full USPTO retrosynthesis dataset with 1.9M reactions from patents (1976-2016). Task: Predict the reactants needed to synthesize the given product. (1) Given the product [CH:11]([N:14]1[C:19](=[O:20])[CH:18]=[CH:17][C:16]([C:21]2[C:22]([C:30]3[CH:31]=[CH:32][CH:33]=[CH:34][CH:35]=3)=[N:23][CH:24]=[C:25]([CH:29]=2)[C:26]#[N:28])=[N:15]1)([CH3:13])[CH3:12], predict the reactants needed to synthesize it. The reactants are: CN(C=O)C.P(Cl)(Cl)(Cl)=O.[CH:11]([N:14]1[C:19](=[O:20])[CH:18]=[CH:17][C:16]([C:21]2[C:22]([C:30]3[CH:35]=[CH:34][CH:33]=[CH:32][CH:31]=3)=[N:23][CH:24]=[C:25]([CH:29]=2)[C:26]([NH2:28])=O)=[N:15]1)([CH3:13])[CH3:12].O. (2) Given the product [C:1]([O:5][C:6](=[O:31])[CH2:7][CH:8]([N:30]([C:43]([O:45][CH3:46])=[O:44])[CH3:32])[C:9]([NH:11][CH:12]([C:23]([O:25][C:26]([CH3:29])([CH3:28])[CH3:27])=[O:24])[CH2:13][C:14]1[C:22]2[C:17](=[CH:18][CH:19]=[CH:20][CH:21]=2)[NH:16][CH:15]=1)=[O:10])([CH3:4])([CH3:2])[CH3:3], predict the reactants needed to synthesize it. The reactants are: [C:1]([O:5][C:6](=[O:31])[CH2:7][CH:8]([NH2:30])[C:9]([NH:11][CH:12]([C:23]([O:25][C:26]([CH3:29])([CH3:28])[CH3:27])=[O:24])[CH2:13][C:14]1[C:22]2[C:17](=[CH:18][CH:19]=[CH:20][CH:21]=2)[NH:16][CH:15]=1)=[O:10])([CH3:4])([CH3:3])[CH3:2].[CH3:32]CN(C(C)C)C(C)C.BrC[C:43]([O:45][CH3:46])=[O:44].